The task is: Predict the reactants needed to synthesize the given product.. This data is from Full USPTO retrosynthesis dataset with 1.9M reactions from patents (1976-2016). (1) The reactants are: [CH:1]1([CH2:4][O:5][CH:6]2[CH2:11][CH2:10][NH:9][CH2:8][CH2:7]2)[CH2:3][CH2:2]1.Cl[CH2:13][CH2:14][CH2:15][N:16]1[C:21]2[C:22]([F:27])=[CH:23][CH:24]=[C:25]([F:26])[C:20]=2[O:19][CH2:18][C:17]1=[O:28].C([O-])([O-])=O.[K+].[K+]. Given the product [CH:1]1([CH2:4][O:5][CH:6]2[CH2:11][CH2:10][N:9]([CH2:13][CH2:14][CH2:15][N:16]3[C:21]4[C:22]([F:27])=[CH:23][CH:24]=[C:25]([F:26])[C:20]=4[O:19][CH2:18][C:17]3=[O:28])[CH2:8][CH2:7]2)[CH2:2][CH2:3]1, predict the reactants needed to synthesize it. (2) Given the product [CH3:1][C:2]1([CH3:23])[C:7]2[CH:8]=[C:9]3[C:14](=[CH:15][C:6]=2[C:5]([CH3:22])([CH3:21])[CH2:4][CH2:3]1)[O:13][CH:12]([OH:16])[CH:11]=[C:10]3[C:17]([F:20])([F:18])[F:19], predict the reactants needed to synthesize it. The reactants are: [CH3:1][C:2]1([CH3:23])[C:7]2[CH:8]=[C:9]3[C:14](=[CH:15][C:6]=2[C:5]([CH3:22])([CH3:21])[CH2:4][CH2:3]1)[O:13][C:12](=[O:16])[CH:11]=[C:10]3[C:17]([F:20])([F:19])[F:18].[H-].C([Al+]CC(C)C)C(C)C. (3) Given the product [F:33][C:2]([F:1])([F:34])[CH2:3][CH2:4][CH:5]([NH:22][C:23]1[CH:32]=[CH:31][C:26]([C:27]([NH:55][CH2:56][CH2:57][C:58]([O:60][CH3:61])=[O:59])=[O:28])=[CH:25][N:24]=1)[C:6]1[CH:7]=[CH:8][C:9]([C:12]2[CH:17]=[CH:16][C:15]([C:18]([F:19])([F:20])[F:21])=[CH:14][CH:13]=2)=[CH:10][CH:11]=1, predict the reactants needed to synthesize it. The reactants are: [F:1][C:2]([F:34])([F:33])[CH2:3][CH2:4][CH:5]([NH:22][C:23]1[CH:32]=[CH:31][C:26]([C:27](OC)=[O:28])=[CH:25][N:24]=1)[C:6]1[CH:11]=[CH:10][C:9]([C:12]2[CH:17]=[CH:16][C:15]([C:18]([F:21])([F:20])[F:19])=[CH:14][CH:13]=2)=[CH:8][CH:7]=1.[OH-].[Na+].C(N(CC)CC)C.C1C=NC2N(O)N=NC=2C=1.Cl.[NH2:55][CH2:56][CH2:57][C:58]([O:60][CH3:61])=[O:59].CCN=C=NCCCN(C)C.Cl. (4) Given the product [CH3:50][C:51]1([CH3:68])[C:55]2[C:56]([O:60][C:61]3[N:62]=[CH:63][C:64]([NH:67][C:14]([C@H:9]([NH:8][C:6](=[O:7])[O:5][C:2]([CH3:1])([CH3:3])[CH3:4])[C:10]([CH3:11])([CH3:12])[CH3:13])=[O:16])=[CH:65][N:66]=3)=[CH:57][CH:58]=[CH:59][C:54]=2[O:53][CH2:52]1, predict the reactants needed to synthesize it. The reactants are: [CH3:1][C:2]([O:5][C:6]([NH:8][C@@H:9]([C:14]([OH:16])=O)[C:10]([CH3:13])([CH3:12])[CH3:11])=[O:7])([CH3:4])[CH3:3].CCN(C(C)C)C(C)C.CN(C(ON1N=NC2C=CC=NC1=2)=[N+](C)C)C.F[P-](F)(F)(F)(F)F.[CH3:50][C:51]1([CH3:68])[C:55]2[C:56]([O:60][C:61]3[N:66]=[CH:65][C:64]([NH2:67])=[CH:63][N:62]=3)=[CH:57][CH:58]=[CH:59][C:54]=2[O:53][CH2:52]1.